The task is: Predict the reaction yield, written as a fraction of the theoretical maximum amount of product (1.0 means a 100% yield; for example, 0.34 means a 34% yield).. This data is from Reaction yield outcomes from USPTO patents with 853,638 reactions. The reactants are [CH2:1]([O:3][C:4](=[O:35])[CH:5]=[C:6]([N:13]1[C:21]2[C:16](=[CH:17][C:18]([CH2:22][CH2:23][CH2:24][C:25]3[CH:34]=[CH:33][C:32]4[C:27](=[N:28][CH:29]=[CH:30][CH:31]=4)[N:26]=3)=[CH:19][CH:20]=2)[CH:15]=[CH:14]1)[C:7]1[CH:12]=[CH:11][CH:10]=[CH:9][CH:8]=1)[CH3:2]. The catalyst is CO.[Pd]. The product is [CH2:1]([O:3][C:4](=[O:35])[CH2:5][CH:6]([C:7]1[CH:12]=[CH:11][CH:10]=[CH:9][CH:8]=1)[N:13]1[C:21]2[C:16](=[CH:17][C:18]([CH2:22][CH2:23][CH2:24][C:25]3[CH:34]=[CH:33][C:32]4[CH2:31][CH2:30][CH2:29][NH:28][C:27]=4[N:26]=3)=[CH:19][CH:20]=2)[CH:15]=[CH:14]1)[CH3:2]. The yield is 0.660.